This data is from Rat liver microsome stability data. The task is: Regression/Classification. Given a drug SMILES string, predict its absorption, distribution, metabolism, or excretion properties. Task type varies by dataset: regression for continuous measurements (e.g., permeability, clearance, half-life) or binary classification for categorical outcomes (e.g., BBB penetration, CYP inhibition). Dataset: rlm. (1) The drug is CS(=O)(=O)N1CCN(C(=O)c2cnc3cc(F)c(F)cc3c2-c2ccc(C3(C#N)CC3)cc2)CC1. The result is 0 (unstable in rat liver microsomes). (2) The molecule is O=S(=O)(Nc1nccs1)c1ccc(NCc2cc(F)ccc2O)cc1. The result is 1 (stable in rat liver microsomes).